The task is: Regression. Given two drug SMILES strings and cell line genomic features, predict the synergy score measuring deviation from expected non-interaction effect.. This data is from NCI-60 drug combinations with 297,098 pairs across 59 cell lines. (1) Synergy scores: CSS=28.2, Synergy_ZIP=-0.565, Synergy_Bliss=-0.168, Synergy_Loewe=-20.5, Synergy_HSA=-1.61. Drug 1: COCCOC1=C(C=C2C(=C1)C(=NC=N2)NC3=CC=CC(=C3)C#C)OCCOC.Cl. Drug 2: B(C(CC(C)C)NC(=O)C(CC1=CC=CC=C1)NC(=O)C2=NC=CN=C2)(O)O. Cell line: NCI-H226. (2) Cell line: CCRF-CEM. Drug 1: CC1=C2C(C(=O)C3(C(CC4C(C3C(C(C2(C)C)(CC1OC(=O)C(C(C5=CC=CC=C5)NC(=O)C6=CC=CC=C6)O)O)OC(=O)C7=CC=CC=C7)(CO4)OC(=O)C)O)C)OC(=O)C. Drug 2: CS(=O)(=O)CCNCC1=CC=C(O1)C2=CC3=C(C=C2)N=CN=C3NC4=CC(=C(C=C4)OCC5=CC(=CC=C5)F)Cl. Synergy scores: CSS=1.68, Synergy_ZIP=-0.957, Synergy_Bliss=-9.03, Synergy_Loewe=-47.6, Synergy_HSA=-9.85. (3) Drug 1: C1CNP(=O)(OC1)N(CCCl)CCCl. Drug 2: CC1CCCC2(C(O2)CC(NC(=O)CC(C(C(=O)C(C1O)C)(C)C)O)C(=CC3=CSC(=N3)C)C)C. Cell line: PC-3. Synergy scores: CSS=58.2, Synergy_ZIP=7.07, Synergy_Bliss=4.03, Synergy_Loewe=-17.2, Synergy_HSA=5.69. (4) Drug 1: CCCS(=O)(=O)NC1=C(C(=C(C=C1)F)C(=O)C2=CNC3=C2C=C(C=N3)C4=CC=C(C=C4)Cl)F. Drug 2: C1=CC(=C2C(=C1NCCNCCO)C(=O)C3=C(C=CC(=C3C2=O)O)O)NCCNCCO. Cell line: MDA-MB-231. Synergy scores: CSS=39.0, Synergy_ZIP=8.93, Synergy_Bliss=10.6, Synergy_Loewe=-16.3, Synergy_HSA=9.09. (5) Drug 1: C1=CN(C(=O)N=C1N)C2C(C(C(O2)CO)O)O.Cl. Drug 2: C1=NC(=NC(=O)N1C2C(C(C(O2)CO)O)O)N. Cell line: A549. Synergy scores: CSS=40.5, Synergy_ZIP=-0.915, Synergy_Bliss=2.60, Synergy_Loewe=-16.3, Synergy_HSA=2.74. (6) Drug 1: CC(C)(C#N)C1=CC(=CC(=C1)CN2C=NC=N2)C(C)(C)C#N. Drug 2: C1C(C(OC1N2C=NC3=C2NC=NCC3O)CO)O. Cell line: OVCAR3. Synergy scores: CSS=-2.76, Synergy_ZIP=3.82, Synergy_Bliss=2.04, Synergy_Loewe=-2.05, Synergy_HSA=-2.94. (7) Drug 1: CC1C(C(CC(O1)OC2CC(CC3=C2C(=C4C(=C3O)C(=O)C5=C(C4=O)C(=CC=C5)OC)O)(C(=O)CO)O)N)O.Cl. Drug 2: CC(CN1CC(=O)NC(=O)C1)N2CC(=O)NC(=O)C2. Cell line: OVCAR3. Synergy scores: CSS=3.30, Synergy_ZIP=0.491, Synergy_Bliss=4.47, Synergy_Loewe=-29.2, Synergy_HSA=0.537. (8) Drug 1: CNC(=O)C1=CC=CC=C1SC2=CC3=C(C=C2)C(=NN3)C=CC4=CC=CC=N4. Drug 2: CCC1=C2CN3C(=CC4=C(C3=O)COC(=O)C4(CC)O)C2=NC5=C1C=C(C=C5)O. Cell line: SR. Synergy scores: CSS=83.7, Synergy_ZIP=2.80, Synergy_Bliss=2.24, Synergy_Loewe=1.28, Synergy_HSA=3.80.